This data is from hERG Central: cardiac toxicity at 1µM, 10µM, and general inhibition. The task is: Predict hERG channel inhibition at various concentrations. (1) The molecule is CCc1cc(Cl)c(OC)c(C(=O)NC[C@@H]2CCCN2CC)c1O.Cl. Results: hERG_inhib (hERG inhibition (general)): blocker. (2) The molecule is C=CCc1cc(Cl)ccc1OCCN1CC(C)OC(C)C1.O=C(O)C(=O)O. Results: hERG_inhib (hERG inhibition (general)): blocker. (3) The compound is Cc1nc(N)nc(SCc2ccc([N+](=O)[O-])cc2)c1N. Results: hERG_inhib (hERG inhibition (general)): blocker. (4) The compound is CCOC(=O)C1(Cc2ccc(Cl)cc2)CCN(C(=O)CCc2cccnc2)CC1. Results: hERG_inhib (hERG inhibition (general)): blocker. (5) The compound is Cc1sc2ncnc(Oc3ccc(-n4ccnc4)cc3)c2c1C. Results: hERG_inhib (hERG inhibition (general)): blocker.